Dataset: Reaction yield outcomes from USPTO patents with 853,638 reactions. Task: Predict the reaction yield, written as a fraction of the theoretical maximum amount of product (1.0 means a 100% yield; for example, 0.34 means a 34% yield). (1) The reactants are C([O-])(O)=[O:2].[Na+].[OH:6][CH2:7][C@@H:8]1[O:13][CH2:12][CH2:11][N:10]([C:14]([O:16][C:17]([CH3:20])([CH3:19])[CH3:18])=[O:15])[CH2:9]1.[Na+].[Br-].ClN1C(=O)N(Cl)C(=O)N(Cl)C1=O. The catalyst is CC(C)=O.CC1(C)N([O])C(C)(C)CCC1.CC(O)C. The product is [C:17]([O:16][C:14]([N:10]1[CH2:11][CH2:12][O:13][C@@H:8]([C:7]([OH:2])=[O:6])[CH2:9]1)=[O:15])([CH3:20])([CH3:19])[CH3:18]. The yield is 0.920. (2) The reactants are [C:1]1([NH2:8])[CH:6]=[CH:5][CH:4]=[CH:3][C:2]=1[NH2:7].[Br:9][C:10]1[CH:11]=[C:12]([CH:15]=[CH:16][C:17]=1[OH:18])[CH:13]=O. The catalyst is CN(C=O)C. The product is [NH:7]1[C:2]2[CH:3]=[CH:4][CH:5]=[CH:6][C:1]=2[N:8]=[C:13]1[C:12]1[CH:15]=[CH:16][C:17]([OH:18])=[C:10]([Br:9])[CH:11]=1. The yield is 0.794. (3) The reactants are Cl[CH:2]([CH3:33])[C:3]([NH:5][C:6]1[CH:7]=[C:8]([CH:25]=[CH:26][C:27]=1[O:28][C:29]([F:32])([F:31])[F:30])[C:9]([NH:11][C:12]1[CH:13]=[N:14][C:15]([C:18]2[CH:23]=[CH:22][CH:21]=[CH:20][C:19]=2[F:24])=[CH:16][CH:17]=1)=[O:10])=[O:4].[NH:34]1[CH2:39][CH2:38][O:37][CH2:36][CH2:35]1.C(N(CC)CC)C.[I-].[K+]. The catalyst is CN(C=O)C.O. The product is [F:24][C:19]1[CH:20]=[CH:21][CH:22]=[CH:23][C:18]=1[C:15]1[N:14]=[CH:13][C:12]([NH:11][C:9](=[O:10])[C:8]2[CH:25]=[CH:26][C:27]([O:28][C:29]([F:32])([F:31])[F:30])=[C:6]([NH:5][C:3](=[O:4])[CH:2]([N:34]3[CH2:39][CH2:38][O:37][CH2:36][CH2:35]3)[CH3:33])[CH:7]=2)=[CH:17][CH:16]=1. The yield is 0.600.